This data is from Catalyst prediction with 721,799 reactions and 888 catalyst types from USPTO. The task is: Predict which catalyst facilitates the given reaction. (1) Product: [CH2:3]([O:7][C:8]1[CH:17]=[CH:16][C:11]([C:12]([OH:14])=[O:13])=[CH:10][CH:9]=1)[C:4]#[C:5][CH3:6]. Reactant: [OH-].[Na+].[CH2:3]([O:7][C:8]1[CH:17]=[CH:16][C:11]([C:12]([O:14]C)=[O:13])=[CH:10][CH:9]=1)[C:4]#[C:5][CH3:6].Cl. The catalyst class is: 253. (2) Reactant: [Si](O[CH2:9][C:10]1[CH:15]=[CH:14][C:13]([C:16]2[C:21]([C:22]([F:25])([F:24])[F:23])=[CH:20][C:19]([C:26]([F:29])([F:28])[F:27])=[CH:18][C:17]=2[C:30]([F:33])([F:32])[F:31])=[CH:12][N:11]=1)(C(C)(C)C)(C)C.Cl.C([O-])(O)=O.[Na+].O=S(Cl)[Cl:42]. Product: [Cl:42][CH2:9][C:10]1[CH:15]=[CH:14][C:13]([C:16]2[C:21]([C:22]([F:25])([F:24])[F:23])=[CH:20][C:19]([C:26]([F:29])([F:28])[F:27])=[CH:18][C:17]=2[C:30]([F:33])([F:32])[F:31])=[CH:12][N:11]=1. The catalyst class is: 497. (3) Reactant: [Cl:1][C:2]1[CH:7]=[C:6]([Cl:8])[CH:5]=[CH:4][C:3]=1[CH2:9][CH2:10][O:11][C:12]1[CH:13]=[C:14]([CH:18]=[CH:19][C:20]=1[O:21][CH3:22])[C:15]([OH:17])=O.[N:23]1[CH:28]=[CH:27][C:26]([CH2:29][N:30]2[CH2:35][CH2:34][NH:33][CH2:32][CH2:31]2)=[CH:25][CH:24]=1.[B-](F)(F)(F)F.CCOC(C(C#N)=NOC(N(C)C)=[N+](C)C)=O. Product: [Cl:1][C:2]1[CH:7]=[C:6]([Cl:8])[CH:5]=[CH:4][C:3]=1[CH2:9][CH2:10][O:11][C:12]1[CH:13]=[C:14]([C:15]([N:33]2[CH2:34][CH2:35][N:30]([CH2:29][C:26]3[CH:25]=[CH:24][N:23]=[CH:28][CH:27]=3)[CH2:31][CH2:32]2)=[O:17])[CH:18]=[CH:19][C:20]=1[O:21][CH3:22]. The catalyst class is: 3. (4) Reactant: [CH3:1][O:2][CH2:3][CH2:4][O:5][C:6]1[CH:11]=[CH:10][N:9]2[C:12]([C:15]([O:17]CC)=[O:16])=[CH:13][N:14]=[C:8]2[CH:7]=1.[OH-].[Li+].Cl. Product: [CH3:1][O:2][CH2:3][CH2:4][O:5][C:6]1[CH:11]=[CH:10][N:9]2[C:12]([C:15]([OH:17])=[O:16])=[CH:13][N:14]=[C:8]2[CH:7]=1. The catalyst class is: 242. (5) Reactant: [CH3:1][C:2]1([CH3:18])[C:6]([CH3:8])([CH3:7])[O:5][B:4]([C:9]2[CH:17]=[CH:16][C:12]([C:13]([OH:15])=[O:14])=[CH:11][CH:10]=2)[O:3]1.C(=O)([O-])[O-].[K+].[K+].[CH2:25]([O:27][CH2:28]Cl)[CH3:26]. The catalyst class is: 10. Product: [CH3:8][C:6]1([CH3:7])[C:2]([CH3:18])([CH3:1])[O:3][B:4]([C:9]2[CH:17]=[CH:16][C:12]([C:13]([O:15][CH2:28][O:27][CH2:25][CH3:26])=[O:14])=[CH:11][CH:10]=2)[O:5]1. (6) Reactant: C([O:8][C:9]1[CH:14]=[CH:13][C:12]([CH2:15][CH:16]([NH:18][C:19](=[O:33])[C:20]([C:26]2[CH:31]=[CH:30][C:29]([CH3:32])=[CH:28][CH:27]=2)=[CH:21][O:22][CH:23]([F:25])[F:24])[CH3:17])=[CH:11][C:10]=1[O:34][CH3:35])C1C=CC=CC=1.Br. Product: [F:24][CH:23]([F:25])[O:22][CH:21]=[C:20]([C:26]1[CH:31]=[CH:30][C:29]([CH3:32])=[CH:28][CH:27]=1)[C:19]([NH:18][CH:16]([CH3:17])[CH2:15][C:12]1[CH:13]=[CH:14][C:9]([OH:8])=[C:10]([O:34][CH3:35])[CH:11]=1)=[O:33]. The catalyst class is: 15. (7) Reactant: [CH3:1][N:2]([CH3:48])[CH2:3][C:4]([N:6]1[C:14]2[C:9](=[CH:10][C:11]([O:46][CH3:47])=[C:12]([NH:15][C:16]3[N:17]=[C:18]([NH:35][C:36]4[CH:44]=[CH:43][CH:42]=[C:41]([F:45])[C:37]=4[C:38]([NH2:40])=[O:39])[C:19]4[CH:24]=[CH:23][N:22](S(C5C=CC(C)=CC=5)(=O)=O)[C:20]=4[N:21]=3)[CH:13]=2)[CH2:8][CH2:7]1)=[O:5].C[O-].[Na+]. Product: [CH3:1][N:2]([CH3:48])[CH2:3][C:4]([N:6]1[C:14]2[C:9](=[CH:10][C:11]([O:46][CH3:47])=[C:12]([NH:15][C:16]3[NH:21][C:20]4=[N:22][CH:23]=[CH:24][C:19]4=[C:18]([NH:35][C:36]4[CH:44]=[CH:43][CH:42]=[C:41]([F:45])[C:37]=4[C:38]([NH2:40])=[O:39])[N:17]=3)[CH:13]=2)[CH2:8][CH2:7]1)=[O:5]. The catalyst class is: 1. (8) Reactant: Br[C:2]1[CH:7]=[CH:6][C:5]([C@H:8]2[O:13][CH2:12][CH2:11][N:10]([C:14]([O:16][C:17]([CH3:20])([CH3:19])[CH3:18])=[O:15])[CH2:9]2)=[CH:4][CH:3]=1.[Li]CCCC.CN([CH:29]=[O:30])C. Product: [CH:29]([C:2]1[CH:7]=[CH:6][C:5]([C@H:8]2[O:13][CH2:12][CH2:11][N:10]([C:14]([O:16][C:17]([CH3:20])([CH3:19])[CH3:18])=[O:15])[CH2:9]2)=[CH:4][CH:3]=1)=[O:30]. The catalyst class is: 1.